Dataset: Full USPTO retrosynthesis dataset with 1.9M reactions from patents (1976-2016). Task: Predict the reactants needed to synthesize the given product. (1) Given the product [CH3:4][C:2]([O:5][C:6]([N:8]1[CH2:9][CH2:10][CH:11]([C:14]2[CH:19]=[CH:18][C:17]([N:20]3[CH2:24][C@H:23]([CH2:25][NH:26][C:38](=[O:39])[CH:37]([Cl:41])[Cl:36])[O:22][C:21]3=[O:27])=[CH:16][C:15]=2[F:28])[CH2:12][CH2:13]1)=[O:7])([CH3:1])[CH3:3], predict the reactants needed to synthesize it. The reactants are: [CH3:1][C:2]([O:5][C:6]([N:8]1[CH2:13][CH2:12][CH:11]([C:14]2[CH:19]=[CH:18][C:17]([N:20]3[CH2:24][C@H:23]([CH2:25][NH2:26])[O:22][C:21]3=[O:27])=[CH:16][C:15]=2[F:28])[CH2:10][CH2:9]1)=[O:7])([CH3:4])[CH3:3].C(N(CC)CC)C.[Cl:36][CH:37]([Cl:41])[C:38](Cl)=[O:39]. (2) Given the product [O:13]1[CH2:18][CH2:17][N:16]([S:19]([C:22]2[CH:27]=[CH:26][C:25]([C:2]3[CH:3]=[C:4]4[C:9](=[CH:10][CH:11]=3)[N:8]=[CH:7][NH:6][C:5]4=[O:12])=[CH:24][CH:23]=2)(=[O:21])=[O:20])[CH2:15][CH2:14]1, predict the reactants needed to synthesize it. The reactants are: I[C:2]1[CH:3]=[C:4]2[C:9](=[CH:10][CH:11]=1)[N:8]=[CH:7][NH:6][C:5]2=[O:12].[O:13]1[CH2:18][CH2:17][N:16]([S:19]([C:22]2[CH:27]=[CH:26][C:25](B(O)O)=[CH:24][CH:23]=2)(=[O:21])=[O:20])[CH2:15][CH2:14]1.C(=O)([O-])[O-].[Na+].[Na+].COCCOC.